Dataset: Forward reaction prediction with 1.9M reactions from USPTO patents (1976-2016). Task: Predict the product of the given reaction. (1) Given the reactants [BH4-].[Na+].[I-].[Br:4][C:5]1[CH:18]=[CH:17][C:16]2[O:15][C:14]3[CH:13]=[CH:12][N+:11]([CH3:19])=[CH:10][C:9]=3[C:8](=[O:20])[C:7]=2[CH:6]=1.CCO.C1COCC1, predict the reaction product. The product is: [Br:4][C:5]1[CH:18]=[CH:17][C:16]2[O:15][CH:14]3[CH:9]([CH2:10][N:11]([CH3:19])[CH2:12][CH2:13]3)[CH:8]([OH:20])[C:7]=2[CH:6]=1. (2) The product is: [CH2:1]([N:8]1[CH:12]=[C:11]([CH2:13][CH2:14][C:15]([OH:17])=[O:16])[C:10]([O:20][CH2:21][C:22]2[CH:23]=[N:24][C:25]([O:28][CH2:29][C:30]3[N:31]=[C:32]([C:36]4[CH:37]=[CH:38][CH:39]=[CH:40][CH:41]=4)[O:33][C:34]=3[CH3:35])=[CH:26][CH:27]=2)=[N:9]1)[C:2]1[CH:7]=[CH:6][CH:5]=[CH:4][CH:3]=1. Given the reactants [CH2:1]([N:8]1[CH:12]=[C:11]([CH2:13][CH2:14][C:15]([O:17]CC)=[O:16])[C:10]([O:20][CH2:21][C:22]2[CH:23]=[N:24][C:25]([O:28][CH2:29][C:30]3[N:31]=[C:32]([C:36]4[CH:41]=[CH:40][CH:39]=[CH:38][CH:37]=4)[O:33][C:34]=3[CH3:35])=[CH:26][CH:27]=2)=[N:9]1)[C:2]1[CH:7]=[CH:6][CH:5]=[CH:4][CH:3]=1.[OH-].[Na+].O1CCCC1.Cl, predict the reaction product. (3) Given the reactants [Br:1][C:2]1[CH:7]=[CH:6][C:5]([S:8](Cl)(=[O:10])=[O:9])=[CH:4][C:3]=1[Cl:12].[NH2:13][C:14]1[S:15][CH:16]=[CH:17][N:18]=1.N1C=CC=CC=1, predict the reaction product. The product is: [Br:1][C:2]1[CH:7]=[CH:6][C:5]([S:8]([NH:13][C:14]2[S:15][CH:16]=[CH:17][N:18]=2)(=[O:10])=[O:9])=[CH:4][C:3]=1[Cl:12]. (4) The product is: [C:12]1([C:22]([CH2:9][CH2:8][CH2:7][C:1]2[CH:2]=[CH:3][CH:4]=[CH:5][CH:6]=2)=[O:27])[CH:17]=[CH:16][CH:15]=[CH:14][CH:13]=1. Given the reactants [C:1]1([CH2:7][CH2:8][C:9](O)=O)[CH:6]=[CH:5][CH:4]=[CH:3][CH:2]=1.[C:12]1(B(O)O)[CH:17]=[CH:16][CH:15]=[CH:14][CH:13]=1.O.[C:22](OC(=O)C(C)(C)C)(=[O:27])C(C)(C)C, predict the reaction product. (5) Given the reactants C(O)(=O)C(O)=O.[CH2:7]([NH:9][NH2:10])[CH3:8].[CH3:11][CH2:12][O:13][C:14]([C:16]([CH2:18][C:19]([CH3:21])=O)=O)=[O:15], predict the reaction product. The product is: [CH2:7]([N:9]1[C:19]([CH3:21])=[CH:18][C:16]([C:14]([O:13][CH2:12][CH3:11])=[O:15])=[N:10]1)[CH3:8]. (6) Given the reactants Cl[C:2]1[C:7]([N+:8]([O-:10])=[O:9])=[C:6]([CH3:11])[CH:5]=[CH:4][N:3]=1.[NH2:12][CH2:13][C:14]1[N:19]=[CH:18][C:17]([C:20]2[CH:29]=[CH:28][CH:27]=[CH:26][C:21]=2[C:22]([O:24][CH3:25])=[O:23])=[CH:16][CH:15]=1.C(N(CC)CC)C, predict the reaction product. The product is: [CH3:11][C:6]1[CH:5]=[CH:4][N:3]=[C:2]([NH:12][CH2:13][C:14]2[N:19]=[CH:18][C:17]([C:20]3[CH:29]=[CH:28][CH:27]=[CH:26][C:21]=3[C:22]([O:24][CH3:25])=[O:23])=[CH:16][CH:15]=2)[C:7]=1[N+:8]([O-:10])=[O:9]. (7) Given the reactants [CH2:1]([N:8]1[C:14](=[O:15])[CH2:13][C:12](=S)[NH:11][C:10]2[CH:17]=[CH:18][CH:19]=[CH:20][C:9]1=2)[C:2]1[CH:7]=[CH:6][CH:5]=[CH:4][CH:3]=1.[C:21]([NH:24][NH2:25])(=O)[CH3:22], predict the reaction product. The product is: [CH2:1]([N:8]1[C:14](=[O:15])[CH2:13][C:12]2=[N:25][N:24]=[C:21]([CH3:22])[N:11]2[C:10]2[CH:17]=[CH:18][CH:19]=[CH:20][C:9]1=2)[C:2]1[CH:7]=[CH:6][CH:5]=[CH:4][CH:3]=1.